This data is from Reaction yield outcomes from USPTO patents with 853,638 reactions. The task is: Predict the reaction yield, written as a fraction of the theoretical maximum amount of product (1.0 means a 100% yield; for example, 0.34 means a 34% yield). (1) The reactants are [I:1][C:2]1[CH:8]=[C:7]([N+:9]([O-:11])=[O:10])[CH:6]=[CH:5][C:3]=1[NH2:4].CN(C)C=O.[H-].[Na+].[C:19]([O:23][C:24](O[C:24]([O:23][C:19]([CH3:22])([CH3:21])[CH3:20])=[O:25])=[O:25])([CH3:22])([CH3:21])[CH3:20]. The catalyst is CCOC(C)=O.O. The product is [I:1][C:2]1[CH:8]=[C:7]([N+:9]([O-:11])=[O:10])[CH:6]=[CH:5][C:3]=1[NH:4][C:24](=[O:25])[O:23][C:19]([CH3:22])([CH3:21])[CH3:20]. The yield is 0.550. (2) The reactants are [Cl:1][C:2]1[C:3]([C:26]([O:28][CH2:29][CH3:30])=[O:27])=[CH:4][C:5]2[N:6]([C:9]([CH:16]([CH:18]3[CH2:23][CH2:22][C:21]([F:25])([F:24])[CH2:20][CH2:19]3)O)=[C:10]([C:12]([F:15])([F:14])[CH3:13])[N:11]=2)[C:7]=1[CH3:8].FC(F)(F)C(O)=O.C([SiH](CC)CC)C. No catalyst specified. The product is [Cl:1][C:2]1[C:3]([C:26]([O:28][CH2:29][CH3:30])=[O:27])=[CH:4][C:5]2[N:6]([C:9]([CH2:16][CH:18]3[CH2:23][CH2:22][C:21]([F:25])([F:24])[CH2:20][CH2:19]3)=[C:10]([C:12]([F:15])([F:14])[CH3:13])[N:11]=2)[C:7]=1[CH3:8]. The yield is 0.360. (3) The catalyst is O1CCCC1.CO. The product is [C:1]([O:5][CH:6]([C:11]1[N:31]([CH3:32])[C:30](=[O:33])[C:14]2[N:15]([CH2:22][C:23]3[CH:28]=[CH:27][C:26]([F:29])=[CH:25][CH:24]=3)[C:16]3[C:21]([C:13]=2[C:12]=1[C:34]1[CH:35]=[CH:36][C:37]([CH3:40])=[CH:38][CH:39]=1)=[CH:20][CH:19]=[CH:18][CH:17]=3)[C:7]([OH:9])=[O:8])([CH3:4])([CH3:3])[CH3:2]. The reactants are [C:1]([O:5][CH:6]([C:11]1[N:31]([CH3:32])[C:30](=[O:33])[C:14]2[N:15]([CH2:22][C:23]3[CH:28]=[CH:27][C:26]([F:29])=[CH:25][CH:24]=3)[C:16]3[C:21]([C:13]=2[C:12]=1[C:34]1[CH:39]=[CH:38][C:37]([CH3:40])=[CH:36][CH:35]=1)=[CH:20][CH:19]=[CH:18][CH:17]=3)[C:7]([O:9]C)=[O:8])([CH3:4])([CH3:3])[CH3:2].[Li+].[OH-].Cl. The yield is 0.320.